This data is from Full USPTO retrosynthesis dataset with 1.9M reactions from patents (1976-2016). The task is: Predict the reactants needed to synthesize the given product. (1) Given the product [CH2:23]([O:27][C:28]1[CH:33]=[CH:32][C:31]([C:2]2[CH:7]=[CH:6][C:5](/[CH:8]=[CH:9]/[C:10]3[NH:11][CH:12]=[C:13]([C:15]4[CH:20]=[CH:19][C:18]([Cl:21])=[CH:17][C:16]=4[Cl:22])[N:14]=3)=[CH:4][CH:3]=2)=[CH:30][CH:29]=1)[CH2:24][CH2:25][CH3:26], predict the reactants needed to synthesize it. The reactants are: Br[C:2]1[CH:7]=[CH:6][C:5](/[CH:8]=[CH:9]/[C:10]2[NH:11][CH:12]=[C:13]([C:15]3[CH:20]=[CH:19][C:18]([Cl:21])=[CH:17][C:16]=3[Cl:22])[N:14]=2)=[CH:4][CH:3]=1.[CH2:23]([O:27][C:28]1[CH:33]=[CH:32][C:31](B(O)O)=[CH:30][CH:29]=1)[CH2:24][CH2:25][CH3:26]. (2) Given the product [OH:1][C:2]1([CH2:10][O:11][C:12]2[CH:17]=[CH:16][C:15]([C:18]3[C:19]4[CH:26]=[C:25]([CH2:27][O:28][C:29]5[CH:30]=[CH:31][C:32]([C@@H:35]([C:41]#[C:42][CH3:43])[CH2:36][C:37]([OH:39])=[O:38])=[CH:33][CH:34]=5)[CH:24]=[CH:23][C:20]=4[S:21][CH:22]=3)=[C:14]([CH3:44])[CH:13]=2)[CH2:7][CH2:6][S:5](=[O:8])(=[O:9])[CH2:4][CH2:3]1, predict the reactants needed to synthesize it. The reactants are: [OH:1][C:2]1([CH2:10][O:11][C:12]2[CH:17]=[CH:16][C:15]([C:18]3[C:19]4[CH:26]=[C:25]([CH2:27][O:28][C:29]5[CH:34]=[CH:33][C:32]([C@@H:35]([C:41]#[C:42][CH3:43])[CH2:36][C:37]([O:39]C)=[O:38])=[CH:31][CH:30]=5)[CH:24]=[CH:23][C:20]=4[S:21][CH:22]=3)=[C:14]([CH3:44])[CH:13]=2)[CH2:7][CH2:6][S:5](=[O:9])(=[O:8])[CH2:4][CH2:3]1.[Li+].[OH-].Cl. (3) Given the product [O:20]1[CH:21]=[CH:22][CH:23]=[C:19]1[C:17]([C:16]1[CH:15]=[N:14][N:13]2[C:8]([C:4]3[CH:3]=[C:2]([NH:1][C:29]([CH:24]4[CH2:28][CH2:27][CH2:26][CH2:25]4)=[O:30])[CH:7]=[CH:6][CH:5]=3)=[CH:9][CH:10]=[N:11][C:12]=12)=[O:18], predict the reactants needed to synthesize it. The reactants are: [NH2:1][C:2]1[CH:3]=[C:4]([C:8]2[N:13]3[N:14]=[CH:15][C:16]([C:17]([C:19]4[O:20][CH:21]=[CH:22][CH:23]=4)=[O:18])=[C:12]3[N:11]=[CH:10][CH:9]=2)[CH:5]=[CH:6][CH:7]=1.[CH:24]1([C:29](Cl)=[O:30])[CH2:28][CH2:27][CH2:26][CH2:25]1. (4) Given the product [C:7]([N:6]([CH:1]1[CH2:5][CH2:4][CH2:3][CH2:2]1)[C:10]1[CH:11]=[C:12]2[C:17](=[CH:18][C:19]=1[CH3:20])[C:16]([NH:28][CH2:29][C:30]1[CH:31]=[C:32]([CH:35]=[CH:36][C:37]=1[O:38][CH2:39][C:40]1[CH:45]=[CH:44][CH:43]=[CH:42][CH:41]=1)[C:33]#[N:34])=[N:15][CH:14]=[CH:13]2)(=[O:9])[CH3:8], predict the reactants needed to synthesize it. The reactants are: [CH:1]1([N:6]([C:10]2[CH:11]=[C:12]3[C:17](=[CH:18][C:19]=2[CH3:20])[C:16](OC2C=CC=CC=2)=[N:15][CH:14]=[CH:13]3)[C:7](=[O:9])[CH3:8])[CH2:5][CH2:4][CH2:3][CH2:2]1.[NH2:28][CH2:29][C:30]1[CH:31]=[C:32]([CH:35]=[CH:36][C:37]=1[O:38][CH2:39][C:40]1[CH:45]=[CH:44][CH:43]=[CH:42][CH:41]=1)[C:33]#[N:34]. (5) Given the product [CH3:13][C:11]1[S:12][C:1]([C:2]([Cl:4])=[O:3])=[CH:9][CH:10]=1, predict the reactants needed to synthesize it. The reactants are: [C:1](Cl)(=O)[C:2]([Cl:4])=[O:3].CC1[S:12][C:11]([C:13](O)=O)=[CH:10][CH:9]=1. (6) Given the product [Cl:37][C:31]1[CH:30]=[C:29]2[C:34]([CH:35]=[CH:36][C:27](/[CH:26]=[CH:25]/[C:21]3[CH:20]=[C:19]([C:12]([O:16][CH2:17][CH3:18])([O:13][CH2:14][CH3:15])[CH2:11][CH2:10][C:5]4[CH:6]=[CH:7][CH:8]=[CH:9][C:4]=4[C:3]([OH:38])=[O:2])[CH:24]=[CH:23][CH:22]=3)=[N:28]2)=[CH:33][CH:32]=1, predict the reactants needed to synthesize it. The reactants are: C[O:2][C:3](=[O:38])[C:4]1[CH:9]=[CH:8][CH:7]=[CH:6][C:5]=1[CH2:10][CH2:11][C:12]([C:19]1[CH:24]=[CH:23][CH:22]=[C:21](/[CH:25]=[CH:26]/[C:27]2[CH:36]=[CH:35][C:34]3[C:29](=[CH:30][C:31]([Cl:37])=[CH:32][CH:33]=3)[N:28]=2)[CH:20]=1)([O:16][CH2:17][CH3:18])[O:13][CH2:14][CH3:15].[OH-].[Na+]. (7) Given the product [CH3:1][O:2][C:3]1[CH:20]=[C:19]([O:21][CH3:22])[CH:18]=[CH:17][C:4]=1[CH2:5][N:6]([CH3:25])[C:7]1[CH:8]=[C:9]2[C:13](=[CH:14][CH:15]=1)[C:12](=[O:16])[O:11][CH2:10]2, predict the reactants needed to synthesize it. The reactants are: [CH3:1][O:2][C:3]1[CH:20]=[C:19]([O:21][CH3:22])[CH:18]=[CH:17][C:4]=1[CH2:5][NH:6][C:7]1[CH:8]=[C:9]2[C:13](=[CH:14][CH:15]=1)[C:12](=[O:16])[O:11][CH2:10]2.C=O.[C:25]([BH3-])#N.[Na+].CC(O)=O.